Dataset: Blood-brain barrier permeability regression values from the B3DB database. Task: Regression/Classification. Given a drug SMILES string, predict its absorption, distribution, metabolism, or excretion properties. Task type varies by dataset: regression for continuous measurements (e.g., permeability, clearance, half-life) or binary classification for categorical outcomes (e.g., BBB penetration, CYP inhibition). For this dataset (b3db_regression), we predict Y. (1) The compound is CC(C)C1=NC(=CS1)CN(C)C(=O)NC(C(C)C)C(=O)NC(CC2=CC=CC=C2)CC(C(CC3=CC=CC=C3)NC(=O)OCC4=CN=CS4)O. The Y is -0.700 log(BB ratio). (2) The drug is CC(C)(CN1C(=O)C=CC(=N1)C2=C3C=CC=CN3N=C2C4=CC=CC=C4)O. The Y is -0.230 log(BB ratio). (3) The molecule is CO[C@H]1CNCC[C@H]1NC(=O)C2=CC(=C(C=C2OC)N)Cl. The Y is -0.220 log(BB ratio). (4) The compound is C1=CC=C(C=C1)CC2=CNC(=C2[N+](=O)[O-])NCCSCC3=CC=CC=N3. The Y is -0.120 log(BB ratio). (5) The molecule is CCC1C(=O)N(CC(=O)N(C(C(=O)NC(C(=O)N(C(C(=O)NC(C(=O)NC(C(=O)N(C(C(=O)N(C(C(=O)N(C(C(=O)N(C(C(=O)N1)C(C(C)CC=CC)O)C)C(C)C)C)CC(C)C)C)CC(C)C)C)C)C)CC(C)C)C)C(C)C)CC(C)C)C)C. The Y is -0.780 log(BB ratio). (6) The molecule is C1=CC(=CC=C1C(=O)O)N. The Y is -1.40 log(BB ratio). (7) The molecule is CC(C)CN(C[C@H]([C@H](CC1=CC=CC=C1)NC(=O)O[C@@H]2CCOC2)O)S(=O)(=O)C3=CC=C(C=C3)N. The Y is -0.560 log(BB ratio). (8) The molecule is C[C@]12CC([C@H]3[C@H]([C@@H]1CC[C@@]2(C(=O)CO)O)CCC4=CC(=O)C=C[C@]34C)O. The Y is -0.180 log(BB ratio). (9) The drug is CC(C)(C1=CC=C(C=C1)O)C2=CC=C(C=C2)O. The Y is -0.120 log(BB ratio). (10) The Y is 0.620 log(BB ratio). The drug is CN(C)CC(C1=CC=C(C=C1)OC)C2(CCCCC2)O.